Task: Predict the product of the given reaction.. Dataset: Forward reaction prediction with 1.9M reactions from USPTO patents (1976-2016) Given the reactants [OH:1][C@H:2]1[CH2:23][CH2:22][C@@:21]2([CH3:24])[C@@H:4]([CH2:5][CH2:6][C@:7]3([CH3:33])[C:20]2=[CH:19][C:18](=[O:25])[C@H:17]2[C@@:8]3([CH3:32])[CH2:9][CH2:10][C@:11]3([CH3:31])[C@H:16]2[CH2:15][C@@:14]([CH3:30])([C:26]([O:28][CH3:29])=[O:27])[CH2:13][CH2:12]3)[C:3]1([CH3:35])[CH3:34].C1(C2[O:44]N2S(C2C=CC=CC=2)(=O)=O)C=CC=CC=1, predict the reaction product. The product is: [OH:1][C@H:2]1[CH2:23][CH2:22][C@@:21]2([CH3:24])[C@@H:4]([CH2:5][CH2:6][C@:7]3([CH3:33])[C:20]2=[CH:19][C:18](=[O:25])[C@@:17]2([OH:44])[C@@:8]3([CH3:32])[CH2:9][CH2:10][C@:11]3([CH3:31])[C@H:16]2[CH2:15][C@@:14]([CH3:30])([C:26]([O:28][CH3:29])=[O:27])[CH2:13][CH2:12]3)[C:3]1([CH3:35])[CH3:34].